Dataset: Experimentally validated miRNA-target interactions with 360,000+ pairs, plus equal number of negative samples. Task: Binary Classification. Given a miRNA mature sequence and a target amino acid sequence, predict their likelihood of interaction. (1) The miRNA is hsa-miR-3672 with sequence AUGAGACUCAUGUAAAACAUCUU. The protein sequence of the target gene is MEDPRRRTTAPRAKKPSAKRAPTQPSRTRAHAESCGPQRGARSRRAERDGDTTEKPRAPGPRVHPARATELTKDAQPSAMDAAGATARPAVRVPQQQAILDPELPAVREPQPPADPEARKVVRGPSHRRGARSTGQPRAPRGSRKEPDKLKKVLDKLRLKRKDISEAAETVNKVVERLLRRMQKRESEFKGVEQLNTGSYYEHVKISAPNEFDVMFKLEVPRIELQEYYETGAFYLVKFKRIPRGNPLSHFLEGEVLSATKMLSKFRKIIKEEVKEIKDIDVSVEKEKPGSPAVTLLIRN.... Result: 0 (no interaction). (2) The miRNA is cel-miR-252-5p with sequence AUAAGUAGUAGUGCCGCAGGUAA. The protein sequence of the target gene is MAVTSHHMVPVFVLMSACLATAGPEPSTRCELSPISASHPVQALMESFTVLSGCASRGTTGLPREVHILNLRSTDQGLGQPQREVTLHLNPIASVHTHHKPVVFLLNSPQPLVWHVKTERLAAGVPRLFLVSEGSVVQFSSGNFSLTAETEERSFPQENEHLLHWAQKEYGAVTSFTELKIARNIYIKVGEDQVFPPTCNIGKNFLSLNYLAEYLQPKAAEGCVLASQPHEKEVHIIELISPNSNPYSTFQVDIIIDIRPAREDPEVVKNLVLILKCKKSVNWVIKSFDVKGNLKVIAPD.... Result: 0 (no interaction).